This data is from HIV replication inhibition screening data with 41,000+ compounds from the AIDS Antiviral Screen. The task is: Binary Classification. Given a drug SMILES string, predict its activity (active/inactive) in a high-throughput screening assay against a specified biological target. (1) The molecule is [O-][n+]1c2ccccc2[n+]([O-])c2c3ccccc3[nH]c21. The result is 0 (inactive). (2) The molecule is O=C(NCC(=O)N1CCCC1C(=O)OC(=O)C1CCCN1C(=O)CNC(=O)OCc1ccccc1)OCc1ccccc1. The result is 1 (active). (3) The molecule is O=C1NC(C(=O)O)C(c2ccc(OCc3ccccc3)cc2)O1. The result is 0 (inactive). (4) The molecule is O=C(NC12CC3CC(CC(F)(C3)C1)C2)c1ccccc1. The result is 0 (inactive). (5) The molecule is CC(C)C(O)S(=O)(=O)O. The result is 0 (inactive).